This data is from Forward reaction prediction with 1.9M reactions from USPTO patents (1976-2016). The task is: Predict the product of the given reaction. (1) Given the reactants [Li]C(CC)C.Br[C:7]1[C:8]([N:17]([CH2:34][CH3:35])[CH2:18][C@H:19]2[CH2:24][CH2:23][C@H:22]([CH2:25][CH2:26][O:27][CH:28]3[CH2:33][CH2:32][CH2:31][CH2:30][O:29]3)[CH2:21][CH2:20]2)=[N:9][CH:10]=[C:11]([C:13]([F:16])([F:15])[F:14])[CH:12]=1.CN([CH:39]=[O:40])C.[Cl-].[NH4+], predict the reaction product. The product is: [CH2:34]([N:17]([CH2:18][C@H:19]1[CH2:24][CH2:23][C@H:22]([CH2:25][CH2:26][O:27][CH:28]2[CH2:33][CH2:32][CH2:31][CH2:30][O:29]2)[CH2:21][CH2:20]1)[C:8]1[C:7]([CH:39]=[O:40])=[CH:12][C:11]([C:13]([F:16])([F:15])[F:14])=[CH:10][N:9]=1)[CH3:35]. (2) Given the reactants [F:1][C:2]([F:23])([F:22])[C:3]1[CH:4]=[C:5]([NH:9][C:10]2[NH:11][C:12]([C:15]3[CH:20]=[CH:19][C:18]([OH:21])=[CH:17][CH:16]=3)=[N:13][N:14]=2)[CH:6]=[CH:7][CH:8]=1.C([O-])([O-])=O.[Cs+].[Cs+].[NH2:30][C:31]1[CH:36]=[C:35](Cl)[N:34]=[CH:33][N:32]=1.CO, predict the reaction product. The product is: [F:23][C:2]([F:22])([F:1])[C:3]1[CH:4]=[C:5]([NH:9][C:10]2[NH:11][C:12]([C:15]3[CH:20]=[CH:19][C:18]([O:21][C:35]4[N:34]=[CH:33][N:32]=[C:31]([NH2:30])[CH:36]=4)=[CH:17][CH:16]=3)=[N:13][N:14]=2)[CH:6]=[CH:7][CH:8]=1. (3) Given the reactants C([NH:5][S:6]([C:9]1[CH:14]=[CH:13][CH:12]=[CH:11][C:10]=1[I:15])(=[O:8])=[O:7])(C)(C)C, predict the reaction product. The product is: [I:15][C:10]1[CH:11]=[CH:12][CH:13]=[CH:14][C:9]=1[S:6]([NH2:5])(=[O:8])=[O:7]. (4) Given the reactants [Cl:1][C:2]1[CH:9]=[CH:8][C:5]([CH:6]=[O:7])=[CH:4][CH:3]=1.[C-]#N.[Na+], predict the reaction product. The product is: [Cl:1][C:2]1[CH:9]=[CH:8][C:5]([C:6](=[O:7])[CH:6]([C:5]2[CH:8]=[CH:9][C:2]([Cl:1])=[CH:3][CH:4]=2)[OH:7])=[CH:4][CH:3]=1. (5) Given the reactants [NH2:1][C:2]1[C:10]([O:11][CH3:12])=[CH:9][CH:8]=[CH:7][C:3]=1[C:4]([NH2:6])=[O:5].[OH:13][CH2:14][CH2:15][O:16][C:17]1[C:24]([CH3:25])=[CH:23][C:20]([CH:21]=O)=[CH:19][C:18]=1[CH3:26].OS([O-])=O.[Na+].CC1C=CC(S(O)(=O)=O)=CC=1, predict the reaction product. The product is: [OH:13][CH2:14][CH2:15][O:16][C:17]1[C:24]([CH3:25])=[CH:23][C:20]([C:21]2[NH:6][C:4](=[O:5])[C:3]3[C:2](=[C:10]([O:11][CH3:12])[CH:9]=[CH:8][CH:7]=3)[N:1]=2)=[CH:19][C:18]=1[CH3:26]. (6) Given the reactants [C:1](Cl)(=[O:5])[CH:2]([CH3:4])[CH3:3].Cl.[NH2:8][CH2:9][C:10]1[CH:11]=[CH:12][C:13]([CH:20]([F:22])[F:21])=[C:14]([CH:19]=1)[C:15]([O:17]C)=[O:16].C(N(CC)CC)C.[OH-].[Na+], predict the reaction product. The product is: [F:21][CH:20]([F:22])[C:13]1[CH:12]=[CH:11][C:10]([CH2:9][NH:8][C:1](=[O:5])[CH:2]([CH3:4])[CH3:3])=[CH:19][C:14]=1[C:15]([OH:17])=[O:16]. (7) Given the reactants [Br-].[CH3:2][O:3][CH2:4][CH2:5][P+](C1C=CC=CC=1)(C1C=CC=CC=1)C1C=CC=CC=1.[H-].[Na+].[Br:27][C:28]1[CH:33]=[CH:32][N:31]2[CH:34]=[N:35][C:36]([CH:37]=O)=[C:30]2[CH:29]=1.Cl, predict the reaction product. The product is: [Br:27][C:28]1[CH:33]=[CH:32][N:31]2[CH:34]=[N:35][C:36]([CH:37]=[CH:5][CH2:4][O:3][CH3:2])=[C:30]2[CH:29]=1. (8) Given the reactants [Br:1][C:2]1[CH:3]=[C:4]2[C:8](=[CH:9][CH:10]=1)[NH:7][CH:6]=[C:5]2[CH:11]=O.P([O-])([O-])(O)=O.[NH4+:18].[NH4+], predict the reaction product. The product is: [Br:1][C:2]1[CH:3]=[C:4]2[C:8](=[CH:9][CH:10]=1)[NH:7][CH:6]=[C:5]2[C:11]#[N:18].